From a dataset of Forward reaction prediction with 1.9M reactions from USPTO patents (1976-2016). Predict the product of the given reaction. (1) The product is: [O:1]1[C:5]2[CH:6]=[CH:7][CH:8]=[CH:9][C:4]=2[CH:3]=[C:2]1[C:10]1[N:14]2[N:15]=[C:16]([O:19][CH2:20][CH2:21][CH2:22][S:23](=[N:27][C:26]#[N:25])[CH3:24])[CH:17]=[CH:18][C:13]2=[N:12][CH:11]=1. Given the reactants [O:1]1[C:5]2[CH:6]=[CH:7][CH:8]=[CH:9][C:4]=2[CH:3]=[C:2]1[C:10]1[N:14]2[N:15]=[C:16]([O:19][CH2:20][CH2:21][CH2:22][S:23][CH3:24])[CH:17]=[CH:18][C:13]2=[N:12][CH:11]=1.[N:25]#[C:26][NH2:27].[K].C([O-])(C)(C)C.BrN1C(=O)CCC1=O.S([O-])([O-])(=O)=S.[Na+].[Na+], predict the reaction product. (2) Given the reactants Cl[CH2:2][C:3]([NH:5][CH2:6][CH2:7][NH:8][C:9](=[O:15])[O:10][C:11]([CH3:14])([CH3:13])[CH3:12])=[O:4].[OH:16][C:17]1[CH:26]=[CH:25][CH:24]=[C:19]([C:20]([O:22][CH3:23])=[O:21])[C:18]=1[C:27]([O:29][CH3:30])=[O:28].C(=O)([O-])[O-].[Cs+].[Cs+], predict the reaction product. The product is: [C:11]([O:10][C:9]([NH:8][CH2:7][CH2:6][NH:5][C:3](=[O:4])[CH2:2][O:16][C:17]1[CH:26]=[CH:25][CH:24]=[C:19]([C:20]([O:22][CH3:23])=[O:21])[C:18]=1[C:27]([O:29][CH3:30])=[O:28])=[O:15])([CH3:14])([CH3:13])[CH3:12].